From a dataset of Forward reaction prediction with 1.9M reactions from USPTO patents (1976-2016). Predict the product of the given reaction. (1) The product is: [CH3:15][C:14]([CH3:17])([CH3:16])[C:13]#[C:12][C:10]1[CH:9]=[CH:8][C:3]([C:4]([OH:6])=[O:5])=[C:2]([F:1])[CH:11]=1. Given the reactants [F:1][C:2]1[CH:11]=[C:10]([C:12]#[C:13][C:14]([CH3:17])([CH3:16])[CH3:15])[CH:9]=[CH:8][C:3]=1[C:4]([O:6]C)=[O:5].O.[OH-].[Li+], predict the reaction product. (2) Given the reactants P(OCC)(OCC)(OCC)=O.O=P12OP3(OP(OP(O3)(O1)=O)(=O)O2)=O.[CH:26]([C:28]1[CH:35]=[CH:34][C:31]([C:32]#[N:33])=[CH:30][C:29]=1[S:36]([CH2:39][CH3:40])(=[O:38])=[O:37])=O.[F:41][C:42]([F:54])([F:53])[C:43]1[CH:44]=[C:45]([NH:49][C:50]([NH2:52])=[O:51])[CH:46]=[CH:47][CH:48]=1.[C:55]([O:61][CH2:62][CH:63]=[CH2:64])(=[O:60])[CH2:56][C:57]([CH3:59])=O, predict the reaction product. The product is: [C:32]([C:31]1[CH:34]=[CH:35][C:28]([CH:26]2[C:56]([C:55]([O:61][CH2:62][CH:63]=[CH2:64])=[O:60])=[C:57]([CH3:59])[N:49]([C:45]3[CH:46]=[CH:47][CH:48]=[C:43]([C:42]([F:53])([F:54])[F:41])[CH:44]=3)[C:50](=[O:51])[NH:52]2)=[C:29]([S:36]([CH2:39][CH3:40])(=[O:38])=[O:37])[CH:30]=1)#[N:33].